Task: Regression/Classification. Given a drug SMILES string, predict its toxicity properties. Task type varies by dataset: regression for continuous values (e.g., LD50, hERG inhibition percentage) or binary classification for toxic/non-toxic outcomes (e.g., AMES mutagenicity, cardiotoxicity, hepatotoxicity). Dataset: herg_karim.. Dataset: hERG potassium channel inhibition data for cardiac toxicity prediction from Karim et al. (1) The molecule is NC1=NC2(CO1)c1cc(NC(=O)c3ccc(F)cn3)ccc1OCC21CC1. The result is 0 (non-blocker). (2) The drug is CN(C[C@H]1COc2ccccc21)S(=O)(=O)c1ccc2c(c1)CCNCC2. The result is 1 (blocker). (3) The drug is COc1cc2nnc(C(N)=O)c(Nc3ccc(C)cc3F)c2cc1C1CCN(CCO)CC1. The result is 0 (non-blocker). (4) The drug is N#Cc1ccc(N2N=C(c3ccc4[nH]c(=O)oc4c3)CC2c2ccc(F)cc2)cc1. The result is 1 (blocker). (5) The molecule is CNS(=O)(=O)c1cccc(C(=O)N2CCC(CCN3[C@@H]4CC[C@@H]3CC(n3c(C)nc5ccccc53)C4)(c3ccccc3)CC2)c1. The result is 0 (non-blocker). (6) The drug is O=C1N(CCN2CC3CCC(CC3)C2)CCN1c1cccc(Cl)c1. The result is 1 (blocker). (7) The compound is C[C@@H]1CCCCN1CCCNCc1ccc(CNCCCN2CCCC[C@H]2C)cc1.Cl. The result is 0 (non-blocker).